Dataset: Full USPTO retrosynthesis dataset with 1.9M reactions from patents (1976-2016). Task: Predict the reactants needed to synthesize the given product. (1) Given the product [CH:6]1([NH:9][C:10](=[O:38])[C:11]([C:31]2[CH:32]=[CH:33][C:34]([F:37])=[CH:35][CH:36]=2)=[CH:12][C:13]2[CH:30]=[CH:29][C:16]([C:17]([NH:19][CH2:20][CH2:21][CH2:22][CH2:23][CH2:24][C:25]([NH:2][OH:3])=[O:26])=[O:18])=[CH:15][CH:14]=2)[CH2:8][CH2:7]1, predict the reactants needed to synthesize it. The reactants are: Cl.[NH2:2][OH:3].[OH-].[K+].[CH:6]1([NH:9][C:10](=[O:38])[C:11]([C:31]2[CH:36]=[CH:35][C:34]([F:37])=[CH:33][CH:32]=2)=[CH:12][C:13]2[CH:30]=[CH:29][C:16]([C:17]([NH:19][CH2:20][CH2:21][CH2:22][CH2:23][CH2:24][C:25](OC)=[O:26])=[O:18])=[CH:15][CH:14]=2)[CH2:8][CH2:7]1. (2) Given the product [F:1][C:2]1[CH:7]=[C:6]([F:8])[CH:5]=[CH:4][C:3]=1[C:9]([C:10]1[CH:25]=[CH:24][C:23](=[O:26])[N:15]2[C:14]3[CH2:16][CH:17]([CH3:21])[CH:18]([CH3:20])[CH2:19][C:13]=3[NH:12][C:11]=12)=[O:22], predict the reactants needed to synthesize it. The reactants are: [F:1][C:2]1[CH:7]=[C:6]([F:8])[CH:5]=[CH:4][C:3]=1[C:9](=[O:22])[CH2:10][C:11]1[NH:15][C:14]2[CH2:16][CH:17]([CH3:21])[CH:18]([CH3:20])[CH2:19][C:13]=2[N:12]=1.[C:23](O)(=[O:26])[C:24]#[CH:25].N1(C(N2C=CN=C2)=O)C=CN=C1. (3) The reactants are: [F:1][C:2]1[CH:3]=[C:4]([CH:15]=[CH:16][C:17]=1[F:18])[O:5][C:6]1[CH:11]=[CH:10][C:9]([CH2:12][OH:13])=[CH:8][C:7]=1[F:14].Cl[C:20]1[CH:36]=[C:24]2[N:25](C(OC(C)(C)C)=O)[CH2:26][CH2:27][CH2:28][N:23]2[C:22](=[O:37])[N:21]=1. Given the product [F:1][C:2]1[CH:3]=[C:4]([CH:15]=[CH:16][C:17]=1[F:18])[O:5][C:6]1[CH:11]=[CH:10][C:9]([CH2:12][O:13][C:20]2[CH:36]=[C:24]3[NH:25][CH2:26][CH2:27][CH2:28][N:23]3[C:22](=[O:37])[N:21]=2)=[CH:8][C:7]=1[F:14], predict the reactants needed to synthesize it. (4) Given the product [CH2:14]([C@H:17]1[CH2:18][CH2:19][C@H:20]([C:23]2[CH:28]=[CH:27][C:26]([O:29][CH2:11][CH2:12][CH2:7][CH2:8][CH2:9][CH2:10][O:13][C:10](=[O:13])[CH:9]=[CH2:8])=[CH:25][CH:24]=2)[CH2:21][CH2:22]1)[CH2:15][CH3:16], predict the reactants needed to synthesize it. The reactants are: C1([C:7]2[CH:12]=[CH:11][C:10]([OH:13])=[CH:9][CH:8]=2)C=CC=CC=1.[CH2:14]([CH:17]1[CH2:22][CH2:21][CH:20]([C:23]2[CH:28]=[CH:27][C:26]([OH:29])=[CH:25][CH:24]=2)[CH2:19][CH2:18]1)[CH2:15][CH3:16]. (5) Given the product [Br-:26].[F:1][C:2]1[CH:3]=[C:4]([CH:8]([N:20]2[CH2:25][CH2:24][CH2:23][CH2:22][CH2:21]2)[C:9]([O:11][C@@H:12]2[CH:17]3[CH2:18][CH2:19][N+:14]([CH2:27][C:28](=[O:29])[C:30]4[CH:35]=[CH:34][CH:33]=[CH:32][CH:31]=4)([CH2:15][CH2:16]3)[CH2:13]2)=[O:10])[CH:5]=[CH:6][CH:7]=1, predict the reactants needed to synthesize it. The reactants are: [F:1][C:2]1[CH:3]=[C:4]([CH:8]([N:20]2[CH2:25][CH2:24][CH2:23][CH2:22][CH2:21]2)[C:9]([O:11][C@@H:12]2[CH:17]3[CH2:18][CH2:19][N:14]([CH2:15][CH2:16]3)[CH2:13]2)=[O:10])[CH:5]=[CH:6][CH:7]=1.[Br:26][CH2:27][C:28]([C:30]1[CH:35]=[CH:34][CH:33]=[CH:32][CH:31]=1)=[O:29]. (6) Given the product [C:6]1([C:12]2[C:17]3[CH:18]=[CH:19][CH:20]=[C:21]4[CH:22]=[C:23]5[CH:34]=[C:33]([C:35]6[CH:40]=[CH:39][CH:38]=[CH:37][CH:36]=6)[C:26]6=[CH:27][CH:28]=[CH:29][C:30]7[CH:31]=[C:14]([C:15]([C:16]=34)=[C:24]5[C:25]=76)[CH:13]=2)[CH:11]=[CH:10][CH:9]=[CH:8][CH:7]=1, predict the reactants needed to synthesize it. The reactants are: C1COCC1.[C:6]1([C:12]2[C:17]3[CH:18]=[CH:19][CH:20]=[C:21]4[C:22](=O)[C:23]5[CH:34]=[C:33]([C:35]6[CH:40]=[CH:39][CH:38]=[CH:37][CH:36]=6)[C:26]6=[CH:27][CH:28]=[CH:29][C:30]7[C:31](=O)[C:14](=[C:15]([C:24]=5[C:25]=76)[C:16]=34)[CH:13]=2)[CH:11]=[CH:10][CH:9]=[CH:8][CH:7]=1. (7) Given the product [OH:12][C:3]1[CH:4]=[C:5]([C:6]([O:8][CH3:9])=[O:7])[CH:10]=[CH:11][C:2]=1[C:16]1[CH:17]=[CH:18][CH:19]=[CH:20][C:15]=1[C:14]([F:25])([F:24])[F:13], predict the reactants needed to synthesize it. The reactants are: Br[C:2]1[CH:11]=[CH:10][C:5]([C:6]([O:8][CH3:9])=[O:7])=[CH:4][C:3]=1[OH:12].[F:13][C:14]([F:25])([F:24])[C:15]1[CH:20]=[CH:19][CH:18]=[CH:17][C:16]=1B(O)O.[F-].[Cs+].C1(P(C2CCCCC2)C2C=CC=CC=2C2C(OC)=CC=CC=2OC)CCCCC1. (8) Given the product [C:9]([O:13][C:14]([N:16]1[CH2:20][CH2:19][C@@H:18]([O:21][C:22]2[CH:27]=[CH:26][C:25]([O:8][C:5]3[CH:6]=[CH:7][C:2]([Cl:1])=[CH:3][CH:4]=3)=[CH:24][CH:23]=2)[CH2:17]1)=[O:15])([CH3:12])([CH3:10])[CH3:11], predict the reactants needed to synthesize it. The reactants are: [Cl:1][C:2]1[CH:7]=[CH:6][C:5]([OH:8])=[CH:4][CH:3]=1.[C:9]([O:13][C:14]([N:16]1[CH2:20][CH2:19][C@@H:18]([O:21][C:22]2[CH:27]=[CH:26][C:25](I)=[CH:24][CH:23]=2)[CH2:17]1)=[O:15])([CH3:12])([CH3:11])[CH3:10].C(=O)([O-])[O-].[Cs+].[Cs+]. (9) The reactants are: ClCCl.[CH3:4][O:5][C:6]1[CH:26]=[CH:25][C:9]([CH2:10][N:11]2[C:19]3[C:14](=[CH:15][C:16](Br)=[CH:17][C:18]=3[C:20]([O:22][CH3:23])=[O:21])[CH:13]=[N:12]2)=[CH:8][CH:7]=1.[CH3:27][C:28]1([CH3:44])[C:32]([CH3:34])([CH3:33])[O:31][B:30]([B:30]2[O:31][C:32]([CH3:34])([CH3:33])[C:28]([CH3:44])([CH3:27])[O:29]2)[O:29]1.C([O-])(=O)C.[K+]. Given the product [CH3:4][O:5][C:6]1[CH:7]=[CH:8][C:9]([CH2:10][N:11]2[CH:19]=[C:14]3[C:13]([C:18]([C:20]([O:22][CH3:23])=[O:21])=[CH:17][C:16]([B:30]4[O:31][C:32]([CH3:34])([CH3:33])[C:28]([CH3:44])([CH3:27])[O:29]4)=[CH:15]3)=[N:12]2)=[CH:25][CH:26]=1, predict the reactants needed to synthesize it.